This data is from Reaction yield outcomes from USPTO patents with 853,638 reactions. The task is: Predict the reaction yield, written as a fraction of the theoretical maximum amount of product (1.0 means a 100% yield; for example, 0.34 means a 34% yield). (1) The reactants are [CH3:1][O:2][N:3]([CH3:21])[C:4]([C@@H:6]1[CH2:10][S:9][C:8](=[O:11])[N:7]1[CH2:12][C:13]1[CH:18]=[CH:17][C:16]([O:19][CH3:20])=[CH:15][CH:14]=1)=[O:5].C(OC(C)C)(=O)C.COC1C=CC(CN2C(C(O)=O)CSC2=O)=CC=1.CN1CCOCC1.C(Cl)(=O)C(C)(C)C.CONC. The catalyst is CCCCCCC. The product is [CH3:1][O:2][N:3]([CH3:21])[C:4]([CH:6]1[CH2:10][S:9][C:8](=[O:11])[N:7]1[CH2:12][C:13]1[CH:18]=[CH:17][C:16]([O:19][CH3:20])=[CH:15][CH:14]=1)=[O:5]. The yield is 0.700. (2) The reactants are [CH3:1][N:2]([CH3:20])[CH2:3][CH2:4][CH2:5][O:6][C:7]1[CH:12]=[CH:11][C:10]([NH2:13])=[CH:9][C:8]=1[C:14]1[N:15]([CH3:19])[N:16]=[CH:17][CH:18]=1.[Cl:21][C:22]1[CH:27]=[CH:26][CH:25]=[CH:24][C:23]=1[N:28]=[C:29]=[O:30]. No catalyst specified. The product is [Cl:21][C:22]1[CH:27]=[CH:26][CH:25]=[CH:24][C:23]=1[NH:28][C:29]([NH:13][C:10]1[CH:11]=[CH:12][C:7]([O:6][CH2:5][CH2:4][CH2:3][N:2]([CH3:1])[CH3:20])=[C:8]([C:14]2[N:15]([CH3:19])[N:16]=[CH:17][CH:18]=2)[CH:9]=1)=[O:30]. The yield is 0.950. (3) The reactants are O=C[C@@H]([C@H]([C@@H]([C@@H](CO)O)O)O)O.C1C=[N+]([C@@H]2O[C@H](COP(OP(OC[C@H]3O[C@@H](N4C5N=CN=C(N)C=5N=C4)[C@H](OP(O)(O)=O)[C@@H]3O)(O)=O)(O)=O)[C@@H](O)[C@H]2O)C=C(C(N)=O)C=1.[Cl:61][CH2:62][C:63]([C:65]1[CH:70]=[CH:69][CH:68]=[C:67]([Cl:71])[CH:66]=1)=[O:64].[OH-].[Na+]. The catalyst is C1(C)C=CC=CC=1. The product is [Cl:61][CH2:62][C@@H:63]([C:65]1[CH:70]=[CH:69][CH:68]=[C:67]([Cl:71])[CH:66]=1)[OH:64]. The yield is 0.905.